This data is from Full USPTO retrosynthesis dataset with 1.9M reactions from patents (1976-2016). The task is: Predict the reactants needed to synthesize the given product. (1) Given the product [CH2:1]([O:3][CH:4]([O:21][CH2:22][CH3:23])[CH2:5][CH:31]([C:32]1[CH:37]=[CH:36][CH:35]=[CH:34][C:33]=1[CH2:38][O:39][CH3:40])[C:30]([CH:24]1[CH2:29][CH2:28][CH2:27][CH2:26][CH2:25]1)=[O:41])[CH3:2], predict the reactants needed to synthesize it. The reactants are: [CH2:1]([O:3][CH:4]([O:21][CH2:22][CH3:23])[CH2:5]C(C1C=CC=CC=1OC(F)(F)F)C(=O)C)[CH3:2].[CH:24]1([C:30](=[O:41])[CH2:31][C:32]2[CH:37]=[CH:36][CH:35]=[CH:34][C:33]=2[CH2:38][O:39][CH3:40])[CH2:29][CH2:28][CH2:27][CH2:26][CH2:25]1. (2) The reactants are: [F:1][C:2]1[CH:7]=[CH:6][C:5]([CH2:8][C:9]2[CH:18]=[C:17]3[C:12]([C:13]([OH:25])=[C:14]([C:20]([O:22]CC)=O)[C:15](=[O:19])[NH:16]3)=[N:11][CH:10]=2)=[CH:4][CH:3]=1.[N:26]1([CH2:32][CH2:33][NH2:34])[CH2:31][CH2:30][CH2:29][CH2:28][CH2:27]1. Given the product [F:1][C:2]1[CH:7]=[CH:6][C:5]([CH2:8][C:9]2[CH:18]=[C:17]3[C:12]([C:13]([OH:25])=[C:14]([C:20]([NH:34][CH2:33][CH2:32][N:26]4[CH2:31][CH2:30][CH2:29][CH2:28][CH2:27]4)=[O:22])[C:15](=[O:19])[NH:16]3)=[N:11][CH:10]=2)=[CH:4][CH:3]=1, predict the reactants needed to synthesize it. (3) Given the product [CH3:1][C@@H:2]([C@@H:8]1[C@@:12]2([CH3:28])[CH2:13][CH2:14][C@@H:15]3[C@@:20]4([CH3:26])[CH2:21][CH2:22][C@@H:23]([OH:25])[CH2:24][C@H:19]4[CH2:18][C@@H:17]([OH:27])[C@H:16]3[C@@H:11]2[CH2:10][CH2:9]1)[CH2:3][CH2:4][C:5]([OH:7])=[O:6].[C:29]([O:40][CH2:41][CH2:42][CH3:43])(=[O:39])[C:30]1[CH:31]=[C:32]([OH:33])[C:34]([OH:35])=[C:36]([OH:37])[CH:38]=1, predict the reactants needed to synthesize it. The reactants are: [CH3:1][C@@H:2]([C@@H:8]1[C@@:12]2([CH3:28])[CH2:13][CH2:14][C@@H:15]3[C@@:20]4([CH3:26])[CH2:21][CH2:22][C@@H:23]([OH:25])[CH2:24][C@H:19]4[CH2:18][C@@H:17]([OH:27])[C@H:16]3[C@@H:11]2[CH2:10][CH2:9]1)[CH2:3][CH2:4][C:5]([OH:7])=[O:6].[C:29]([O:40][CH2:41][CH2:42][CH3:43])(=[O:39])[C:30]1[CH:38]=[C:36]([OH:37])[C:34]([OH:35])=[C:32]([OH:33])[CH:31]=1.O. (4) Given the product [Br:1][C:2]1[CH:7]=[CH:6][C:5]([C:8]2[CH:16]=[CH:15][C:11]([C:12]([NH:21][S:18]([CH3:17])(=[O:20])=[O:19])=[O:13])=[CH:10][CH:9]=2)=[CH:4][CH:3]=1, predict the reactants needed to synthesize it. The reactants are: [Br:1][C:2]1[CH:7]=[CH:6][C:5]([C:8]2[CH:16]=[CH:15][C:11]([C:12](O)=[O:13])=[CH:10][CH:9]=2)=[CH:4][CH:3]=1.[CH3:17][S:18]([NH2:21])(=[O:20])=[O:19].N12CCCN=C1CCCCC2. (5) Given the product [C:24]1([C:22]2[CH:23]=[C:11]3[C:12]4[N:17]5[C:16](=[CH:20][N:19]=[C:18]5[C:9]5[CH:8]=[C:7]([OH:6])[CH:31]=[CH:30][C:10]3=5)[CH2:15][CH2:14][C:13]=4[CH:21]=2)[CH:29]=[CH:28][CH:27]=[CH:26][CH:25]=1, predict the reactants needed to synthesize it. The reactants are: B(Br)(Br)Br.C[O:6][C:7]1[CH:31]=[CH:30][C:10]2[C:11]3[C:12]4[N:17]5[C:18](=[N:19][CH:20]=[C:16]5[CH2:15][CH2:14][C:13]=4[CH:21]=[C:22]([C:24]4[CH:29]=[CH:28][CH:27]=[CH:26][CH:25]=4)[CH:23]=3)[C:9]=2[CH:8]=1. (6) Given the product [F:13][C:14]1[CH:19]=[C:18]([N+:20]([O-:22])=[O:21])[CH:17]=[CH:16][C:15]=1[N:23]1[CH2:28][CH2:27][CH:26]([CH2:29][CH2:30][N:5]2[C:1](=[O:11])[C:2]3[C:3](=[CH:7][CH:8]=[CH:9][CH:10]=3)[C:4]2=[O:6])[CH2:25][CH2:24]1, predict the reactants needed to synthesize it. The reactants are: [C:1]1(=[O:11])[NH:5][C:4](=[O:6])[C:3]2=[CH:7][CH:8]=[CH:9][CH:10]=[C:2]12.[K].[F:13][C:14]1[CH:19]=[C:18]([N+:20]([O-:22])=[O:21])[CH:17]=[CH:16][C:15]=1[N:23]1[CH2:28][CH2:27][CH:26]([CH2:29][CH2:30]OS(C2C=CC(C)=CC=2)(=O)=O)[CH2:25][CH2:24]1.O. (7) Given the product [C:22]1([O:1][C:2]2[CH:3]=[CH:4][CH:5]=[CH:6][CH:7]=2)[CH:30]=[CH:29][CH:25]=[CH:24][CH:23]=1, predict the reactants needed to synthesize it. The reactants are: [OH:1][C:2]1[CH:7]=[CH:6][C:5](C23NCCN2C(=O)C2C3=CC=CC=2)=[CH:4][CH:3]=1.F[C:22]1[CH:30]=[CH:29][C:25](C(Cl)=O)=[CH:24][CH:23]=1.C1(O)C=CC=CC=1.ClCC#N.C([O-])([O-])=O.[K+].[K+].